Dataset: Catalyst prediction with 721,799 reactions and 888 catalyst types from USPTO. Task: Predict which catalyst facilitates the given reaction. (1) Reactant: [C:1]([C:3]1[CH:4]=[C:5]([CH:10]=[CH:11][C:12]=1[O:13][CH3:14])[C:6]([O:8][CH3:9])=[O:7])#[N:2].[NH2:15][OH:16]. Product: [NH2:2][C:1](=[N:15][OH:16])[C:3]1[CH:4]=[C:5]([CH:10]=[CH:11][C:12]=1[O:13][CH3:14])[C:6]([O:8][CH3:9])=[O:7]. The catalyst class is: 14. (2) Reactant: [F:1][C:2]1[NH:3][C:4]([C:12]2[CH:17]=[CH:16][CH:15]=[CH:14][CH:13]=2)=[CH:5][C:6]=1[C:7]([O:9][CH2:10][CH3:11])=[O:8].[H-].[Na+].C1OCCOCCOCCOCCOC1.[C:35]1([S:41](Cl)(=[O:43])=[O:42])[CH:40]=[CH:39][CH:38]=[CH:37][CH:36]=1. Product: [F:1][C:2]1[N:3]([S:41]([C:35]2[CH:40]=[CH:39][CH:38]=[CH:37][CH:36]=2)(=[O:43])=[O:42])[C:4]([C:12]2[CH:17]=[CH:16][CH:15]=[CH:14][CH:13]=2)=[CH:5][C:6]=1[C:7]([O:9][CH2:10][CH3:11])=[O:8]. The catalyst class is: 334. (3) Reactant: [CH3:1][O-:2].[Na+].[Br:4][C:5]1[C:6](Cl)=[N:7][CH:8]=[N:9][C:10]=1[CH3:11]. Product: [Br:4][C:5]1[C:6]([O:2][CH3:1])=[N:7][CH:8]=[N:9][C:10]=1[CH3:11]. The catalyst class is: 5.